From a dataset of Reaction yield outcomes from USPTO patents with 853,638 reactions. Predict the reaction yield, written as a fraction of the theoretical maximum amount of product (1.0 means a 100% yield; for example, 0.34 means a 34% yield). No catalyst specified. The product is [CH2:2]([O:4][C:5]([C:7]1[CH:32]=[CH:31][C:10]([CH:11]=[CH:34][C:36]2[N:41]=[CH:40][C:39]([N:42]3[CH2:47][CH2:46][N:45]([C:48]([O:50][C:51]([CH3:54])([CH3:53])[CH3:52])=[O:49])[CH2:44][CH2:43]3)=[CH:38][CH:37]=2)=[C:9]([F:33])[CH:8]=1)=[O:6])[CH3:3]. The yield is 0.989. The reactants are [Br-].[CH2:2]([O:4][C:5]([C:7]1[CH:32]=[CH:31][C:10]([CH2:11][P+](C2C=CC=CC=2)(C2C=CC=CC=2)C2C=CC=CC=2)=[C:9]([F:33])[CH:8]=1)=[O:6])[CH3:3].[CH:34]([C:36]1[N:41]=[CH:40][C:39]([N:42]2[CH2:47][CH2:46][N:45]([C:48]([O:50][C:51]([CH3:54])([CH3:53])[CH3:52])=[O:49])[CH2:44][CH2:43]2)=[CH:38][CH:37]=1)=O.